From a dataset of Full USPTO retrosynthesis dataset with 1.9M reactions from patents (1976-2016). Predict the reactants needed to synthesize the given product. (1) Given the product [N:45]1[CH:46]=[CH:47][CH:48]=[CH:49][C:44]=1[NH:43][C:41]([N:35]1[C@@H:36]2[CH2:40][N:39]([CH2:38][CH2:37]2)[C:33]2[CH:32]=[CH:31][C:30]([C:9]3[CH:10]=[N:11][C:6]([N:1]4[CH2:2][CH2:3][CH2:4][CH2:5]4)=[N:7][CH:8]=3)=[N:50][C:34]1=2)=[O:42], predict the reactants needed to synthesize it. The reactants are: [N:1]1([C:6]2[N:11]=[CH:10][C:9](B3OC(C)(C)C(C)(C)O3)=[CH:8][N:7]=2)[CH2:5][CH2:4][CH2:3][CH2:2]1.[O-]P([O-])([O-])=O.[K+].[K+].[K+].Cl[C:30]1[CH:31]=[CH:32][C:33]2[N:39]3[CH2:40][C@H:36]([CH2:37][CH2:38]3)[N:35]([C:41]([NH:43][C:44]3[CH:49]=[CH:48][CH:47]=[CH:46][N:45]=3)=[O:42])[C:34]=2[N:50]=1.CC(C1C=C(C(C)C)C(C2C=CC=CC=2P(C2CCCCC2)C2CCCCC2)=C(C(C)C)C=1)C. (2) Given the product [CH3:24][C:25]1[O:29][N:28]=[C:27]([C:30]2[CH:35]=[CH:34][CH:33]=[CH:32][CH:31]=2)[C:26]=1[C:36]([O:1][CH2:2][CH2:3][CH2:4][CH2:5][N:6]1[CH2:7][CH2:8][CH:9]([C:12]2[CH:17]=[CH:16][CH:15]=[C:14]([NH:18][C:19](=[O:23])[CH:20]([CH3:21])[CH3:22])[CH:13]=2)[CH2:10][CH2:11]1)=[O:37], predict the reactants needed to synthesize it. The reactants are: [OH:1][CH2:2][CH2:3][CH2:4][CH2:5][N:6]1[CH2:11][CH2:10][CH:9]([C:12]2[CH:13]=[C:14]([NH:18][C:19](=[O:23])[CH:20]([CH3:22])[CH3:21])[CH:15]=[CH:16][CH:17]=2)[CH2:8][CH2:7]1.[CH3:24][C:25]1[O:29][N:28]=[C:27]([C:30]2[CH:35]=[CH:34][CH:33]=[CH:32][CH:31]=2)[C:26]=1[C:36](Cl)=[O:37].